Dataset: NCI-60 drug combinations with 297,098 pairs across 59 cell lines. Task: Regression. Given two drug SMILES strings and cell line genomic features, predict the synergy score measuring deviation from expected non-interaction effect. (1) Drug 1: CN1CCC(CC1)COC2=C(C=C3C(=C2)N=CN=C3NC4=C(C=C(C=C4)Br)F)OC. Drug 2: C1C(C(OC1N2C=NC3=C(N=C(N=C32)Cl)N)CO)O. Cell line: SNB-19. Synergy scores: CSS=9.20, Synergy_ZIP=-3.59, Synergy_Bliss=2.56, Synergy_Loewe=-0.181, Synergy_HSA=2.36. (2) Drug 1: CN(CCCl)CCCl.Cl. Drug 2: CCN(CC)CCCC(C)NC1=C2C=C(C=CC2=NC3=C1C=CC(=C3)Cl)OC. Cell line: U251. Synergy scores: CSS=29.1, Synergy_ZIP=-4.83, Synergy_Bliss=1.54, Synergy_Loewe=-5.64, Synergy_HSA=0.0231. (3) Drug 1: C1=CC(=CC=C1C#N)C(C2=CC=C(C=C2)C#N)N3C=NC=N3. Drug 2: C1=NC2=C(N=C(N=C2N1C3C(C(C(O3)CO)O)O)F)N. Cell line: UACC-257. Synergy scores: CSS=2.06, Synergy_ZIP=-0.172, Synergy_Bliss=0.719, Synergy_Loewe=0.511, Synergy_HSA=0.416. (4) Synergy scores: CSS=45.7, Synergy_ZIP=-0.292, Synergy_Bliss=-7.75, Synergy_Loewe=-10.5, Synergy_HSA=-8.29. Cell line: A498. Drug 2: C1=NC2=C(N=C(N=C2N1C3C(C(C(O3)CO)O)O)F)N. Drug 1: C1=C(C(=O)NC(=O)N1)F. (5) Drug 1: CC1CCC2CC(C(=CC=CC=CC(CC(C(=O)C(C(C(=CC(C(=O)CC(OC(=O)C3CCCCN3C(=O)C(=O)C1(O2)O)C(C)CC4CCC(C(C4)OC)O)C)C)O)OC)C)C)C)OC. Drug 2: CCN(CC)CCNC(=O)C1=C(NC(=C1C)C=C2C3=C(C=CC(=C3)F)NC2=O)C. Cell line: UO-31. Synergy scores: CSS=24.6, Synergy_ZIP=-5.46, Synergy_Bliss=-1.20, Synergy_Loewe=-26.2, Synergy_HSA=1.22. (6) Drug 1: COC1=NC(=NC2=C1N=CN2C3C(C(C(O3)CO)O)O)N. Drug 2: C1CN1C2=NC(=NC(=N2)N3CC3)N4CC4. Cell line: RPMI-8226. Synergy scores: CSS=28.7, Synergy_ZIP=7.92, Synergy_Bliss=5.96, Synergy_Loewe=-31.3, Synergy_HSA=-3.55. (7) Drug 1: COC1=C(C=C2C(=C1)N=CN=C2NC3=CC(=C(C=C3)F)Cl)OCCCN4CCOCC4. Drug 2: C1CNP(=O)(OC1)N(CCCl)CCCl. Cell line: NCI-H460. Synergy scores: CSS=24.3, Synergy_ZIP=-5.73, Synergy_Bliss=1.89, Synergy_Loewe=-32.7, Synergy_HSA=2.90. (8) Drug 1: CC(CN1CC(=O)NC(=O)C1)N2CC(=O)NC(=O)C2. Drug 2: CCC1(CC2CC(C3=C(CCN(C2)C1)C4=CC=CC=C4N3)(C5=C(C=C6C(=C5)C78CCN9C7C(C=CC9)(C(C(C8N6C=O)(C(=O)OC)O)OC(=O)C)CC)OC)C(=O)OC)O.OS(=O)(=O)O. Cell line: MDA-MB-435. Synergy scores: CSS=45.2, Synergy_ZIP=2.16, Synergy_Bliss=4.50, Synergy_Loewe=-11.9, Synergy_HSA=4.60. (9) Drug 1: CC1=C(C=C(C=C1)NC2=NC=CC(=N2)N(C)C3=CC4=NN(C(=C4C=C3)C)C)S(=O)(=O)N.Cl. Drug 2: CC1OCC2C(O1)C(C(C(O2)OC3C4COC(=O)C4C(C5=CC6=C(C=C35)OCO6)C7=CC(=C(C(=C7)OC)O)OC)O)O. Cell line: RXF 393. Synergy scores: CSS=27.9, Synergy_ZIP=4.02, Synergy_Bliss=8.52, Synergy_Loewe=2.05, Synergy_HSA=11.9.